Predict which catalyst facilitates the given reaction. From a dataset of Catalyst prediction with 721,799 reactions and 888 catalyst types from USPTO. (1) Reactant: [CH2:1]([BH-](CC)CC)C.[Li+].[O:9]=[C:10]1[N:14]([C:15]([O:17][C:18]([CH3:21])([CH3:20])[CH3:19])=[O:16])[C@H:13]([C:22]([O:24][CH3:25])=[O:23])[CH2:12][CH2:11]1.CNC.C1C(Cl)=CC(Cl)=C(OCC(O)=O)C=1.CC1C=CC(S(O)(=O)=O)=CC=1. Product: [CH3:1][O:9][CH:10]1[N:14]([C:15]([O:17][C:18]([CH3:21])([CH3:20])[CH3:19])=[O:16])[C@H:13]([C:22]([O:24][CH3:25])=[O:23])[CH2:12][CH2:11]1. The catalyst class is: 83. (2) Reactant: [C:1]([C:3]1[C:8]2[C:9]([C:12]3[CH:17]=[CH:16][CH:15]=[CH:14][CH:13]=3)=[N:10][O:11][C:7]=2[C:6]([OH:18])=[C:5]([C:19]([O:21][CH2:22][CH3:23])=[O:20])[N:4]=1)#[CH:2].[CH2:24]([N:31]=[N+:32]=[N-:33])[C:25]1[CH:30]=[CH:29][CH:28]=[CH:27][CH:26]=1.O=C1O[C@H]([C@H](CO)O)C([O-])=C1O.[Na+]. Product: [CH2:24]([N:31]1[CH:2]=[C:1]([C:3]2[C:8]3[C:9]([C:12]4[CH:17]=[CH:16][CH:15]=[CH:14][CH:13]=4)=[N:10][O:11][C:7]=3[C:6]([OH:18])=[C:5]([C:19]([O:21][CH2:22][CH3:23])=[O:20])[N:4]=2)[N:33]=[N:32]1)[C:25]1[CH:30]=[CH:29][CH:28]=[CH:27][CH:26]=1. The catalyst class is: 34. (3) The catalyst class is: 35. Product: [CH2:30]([O:37][C:43](=[O:52])[NH:40][CH2:26][CH:23]1[S:22][C:21]([C:6]2[NH:7][C:8]3[C:4]([CH:5]=2)=[CH:3][C:2]([CH3:1])=[CH:10][C:9]=3[N:11]([CH3:20])[S:12]([C:15]2[S:16][CH:17]=[CH:18][CH:19]=2)(=[O:13])=[O:14])=[N:25][CH2:24]1)[C:31]1[CH:36]=[CH:35][CH:34]=[CH:33][CH:32]=1. Reactant: [CH3:1][C:2]1[CH:3]=[C:4]2[C:8](=[C:9]([N:11]([CH3:20])[S:12]([C:15]3[S:16][CH:17]=[CH:18][CH:19]=3)(=[O:14])=[O:13])[CH:10]=1)[NH:7][C:6]([C:21]1[S:22][CH:23]([CH2:26]C(O)=O)[CH2:24][N:25]=1)=[CH:5]2.[CH2:30]([OH:37])[C:31]1[CH:36]=[CH:35][CH:34]=[CH:33][CH:32]=1.C([N:40]([CH2:43]C)CC)C.C1(P(N=[N+]=[N-])(C2C=CC=CC=2)=[O:52])C=CC=CC=1. (4) Reactant: [CH2:1]([C:8]1[CH:13]=[CH:12][CH:11]=[CH:10][N:9]=1)[C:2]1[CH:7]=[CH:6][CH:5]=[CH:4][CH:3]=1.C([Li])CCC.[C:19]1(=O)[C:27]2[C:22](=[CH:23][CH:24]=[CH:25][CH:26]=2)[CH2:21][CH2:20]1.Cl. Product: [CH2:19]1[C:27]2[C:22](=[CH:23][CH:24]=[CH:25][CH:26]=2)[C:21]([C:3]2[CH:4]=[CH:5][CH:6]=[CH:7][C:2]=2[CH2:1][C:8]2[CH:13]=[CH:12][CH:11]=[CH:10][N:9]=2)=[CH:20]1. The catalyst class is: 27. (5) Reactant: [CH2:1]([O:8][C:9]1[CH:10]=[CH:11][C:12]([C@@H:20]([O:23][Si:24]([C:27]([CH3:30])([CH3:29])[CH3:28])([CH3:26])[CH3:25])[CH2:21]Br)=[C:13]2[C:18]=1[NH:17][C:16](=[O:19])[CH:15]=[CH:14]2)[C:2]1[CH:7]=[CH:6][CH:5]=[CH:4][CH:3]=1.[I-].[Na+].[N-:33]=[N+:34]=[N-:35].[Na+]. Product: [N:33]([CH2:21][C@@H:20]([C:12]1[CH:11]=[CH:10][C:9]([O:8][CH2:1][C:2]2[CH:7]=[CH:6][CH:5]=[CH:4][CH:3]=2)=[C:18]2[C:13]=1[CH:14]=[CH:15][C:16](=[O:19])[NH:17]2)[O:23][Si:24]([C:27]([CH3:30])([CH3:29])[CH3:28])([CH3:26])[CH3:25])=[N+:34]=[N-:35]. The catalyst class is: 384.